This data is from Catalyst prediction with 721,799 reactions and 888 catalyst types from USPTO. The task is: Predict which catalyst facilitates the given reaction. (1) Reactant: C([O:4][CH2:5][CH2:6][CH2:7][C:8]1[CH:9]=[C:10]2[C:14](=[CH:15][CH:16]=1)[NH:13][CH:12]=[C:11]2[C:17](=[O:37])[CH:18]([NH:28][C:29]1[CH:30]=[N:31][CH:32]=[C:33]([O:35][CH3:36])[CH:34]=1)[C:19]1[CH:27]=[C:22]2[CH:23]=[CH:24][CH:25]=[CH:26][N:21]2[N:20]=1)(=O)C.C1COCC1.O.C(=O)([O-])[O-].[K+].[K+]. Product: [OH:4][CH2:5][CH2:6][CH2:7][C:8]1[CH:9]=[C:10]2[C:14](=[CH:15][CH:16]=1)[NH:13][CH:12]=[C:11]2[C:17](=[O:37])[CH:18]([NH:28][C:29]1[CH:30]=[N:31][CH:32]=[C:33]([O:35][CH3:36])[CH:34]=1)[C:19]1[CH:27]=[C:22]2[CH:23]=[CH:24][CH:25]=[CH:26][N:21]2[N:20]=1. The catalyst class is: 5. (2) Reactant: [F:1][C:2]1[CH:3]=[CH:4][C:5]2[N:6]([CH:8]=[N:9][N:10]=2)[CH:7]=1.[Cl:11]N1C(=O)CCC1=O. Product: [Cl:11][C:8]1[N:6]2[CH:7]=[C:2]([F:1])[CH:3]=[CH:4][C:5]2=[N:10][N:9]=1. The catalyst class is: 22. (3) Reactant: [CH2:1]([O:3][C:4](Cl)=[O:5])[CH3:2].CN(C)C.[OH:11][C:12]12[C:30]3[C:25](=[CH:26][CH:27]=[CH:28][CH:29]=3)[C:24](=[O:31])[C:13]1([OH:32])[C:14]1[C:19]([O:20]2)=[CH:18][C:17]([CH:21]([CH3:23])[CH3:22])=[CH:16][CH:15]=1. Product: [C:4](=[O:5])([O:11][C:12]12[C:30]3[C:25](=[CH:26][CH:27]=[CH:28][CH:29]=3)[C:24](=[O:31])[C:13]1([O:32][C:4](=[O:5])[O:3][CH2:1][CH3:2])[C:14]1[CH:15]=[CH:16][C:17]([CH:21]([CH3:22])[CH3:23])=[CH:18][C:19]=1[O:20]2)[O:3][CH2:1][CH3:2]. The catalyst class is: 367. (4) Reactant: P(Br)(Br)[Br:2].[Br:5][C:6]1[CH:7]=[CH:8][C:9]2[O:14][C:13]([CH2:15]O)=[CH:12][C:11](=[O:17])[C:10]=2[CH:18]=1. Product: [Br:5][C:6]1[CH:7]=[CH:8][C:9]2[O:14][C:13]([CH2:15][Br:2])=[CH:12][C:11](=[O:17])[C:10]=2[CH:18]=1. The catalyst class is: 237. (5) Reactant: [C:1]1(N)[C:13]2[CH2:12][C:11]3[C:6](=[CH:7][CH:8]=[CH:9][CH:10]=3)[C:5]=2[CH:4]=[CH:3][CH:2]=1.Cl.C1([NH2:29])C2CC3C(=CC=CC=3)C=2C=CC=1.[CH:30]1[N:35]=[C:34](Cl)[C:33]2[N:37]=[CH:38][N:39]([C@@H:40]3[O:44][C@H:43]([CH2:45][OH:46])[C@@H:42]([OH:47])[C@H:41]3[OH:48])[C:32]=2[N:31]=1.C(N(CC)CC)C. Product: [CH:1]1[C:13]2[CH:12]([NH:29][C:34]3[C:33]4[N:37]=[CH:38][N:39]([C:32]=4[N:31]=[CH:30][N:35]=3)[C@@H:40]3[O:44][C@H:43]([CH2:45][OH:46])[C@@H:42]([OH:47])[C@H:41]3[OH:48])[C:11]3[C:6](=[CH:7][CH:8]=[CH:9][CH:10]=3)[C:5]=2[CH:4]=[CH:3][CH:2]=1. The catalyst class is: 259. (6) Reactant: [F:1][CH:2]([F:37])[C:3]1[N:7]([C:8]2[N:13]=[C:12]([N:14]3[CH2:19][CH2:18][O:17][CH2:16][CH2:15]3)[N:11]=[C:10]([CH:20]3[CH2:25][CH2:24][N:23]([S:26]([CH:29]=[CH2:30])(=[O:28])=[O:27])[CH2:22][CH2:21]3)[N:9]=2)[C:6]2[CH:31]=[CH:32][CH:33]=[C:34]([O:35][CH3:36])[C:5]=2[N:4]=1.[CH3:38][NH:39][CH3:40]. Product: [F:37][CH:2]([F:1])[C:3]1[N:7]([C:8]2[N:13]=[C:12]([N:14]3[CH2:19][CH2:18][O:17][CH2:16][CH2:15]3)[N:11]=[C:10]([CH:20]3[CH2:25][CH2:24][N:23]([S:26]([CH2:29][CH2:30][N:39]([CH3:40])[CH3:38])(=[O:28])=[O:27])[CH2:22][CH2:21]3)[N:9]=2)[C:6]2[CH:31]=[CH:32][CH:33]=[C:34]([O:35][CH3:36])[C:5]=2[N:4]=1. The catalyst class is: 1. (7) Reactant: [H-].[Na+].[F:3][C:4]1[CH:5]=[C:6]([CH2:21][OH:22])[CH:7]=[CH:8][C:9]=1[O:10][C:11]1[CH:16]=[CH:15][N:14]=[C:13]([C:17]([F:20])([F:19])[F:18])[CH:12]=1.Cl[C:24]1[CH:25]=[C:26]2[N:33]([CH3:34])[CH2:32][CH2:31][N:27]2[C:28](=[O:30])[N:29]=1. Product: [F:3][C:4]1[CH:5]=[C:6]([CH:7]=[CH:8][C:9]=1[O:10][C:11]1[CH:16]=[CH:15][N:14]=[C:13]([C:17]([F:18])([F:19])[F:20])[CH:12]=1)[CH2:21][O:22][C:24]1[CH:25]=[C:26]2[N:33]([CH3:34])[CH2:32][CH2:31][N:27]2[C:28](=[O:30])[N:29]=1. The catalyst class is: 1.